This data is from Full USPTO retrosynthesis dataset with 1.9M reactions from patents (1976-2016). The task is: Predict the reactants needed to synthesize the given product. (1) Given the product [C:1]1([C:11]2[CH2:15][CH2:14][CH:13]([OH:16])[CH:12]=2)[C:10]2[C:5](=[CH:6][CH:7]=[CH:8][CH:9]=2)[CH:4]=[CH:3][CH:2]=1, predict the reactants needed to synthesize it. The reactants are: [C:1]1([C:11]2[CH2:15][CH2:14][C:13](=[O:16])[CH:12]=2)[C:10]2[C:5](=[CH:6][CH:7]=[CH:8][CH:9]=2)[CH:4]=[CH:3][CH:2]=1.[Cl-].[Cl-].[Cl-].[Ce+3].[BH4-].[Na+]. (2) Given the product [F:40][C:41]1[CH:56]=[CH:55][CH:54]=[CH:53][C:42]=1[CH2:43][C:44]1([O:51][CH3:52])[CH2:49][CH2:48][CH2:47][CH:46]([NH:50][C:17]([C:14]2[CH:15]=[C:16]3[C:11](=[CH:12][CH:13]=2)[N:10]([C:20]([C:21]2[CH:26]=[CH:25][CH:24]=[CH:23][CH:22]=2)([C:33]2[CH:38]=[CH:37][CH:36]=[CH:35][CH:34]=2)[C:27]2[CH:28]=[CH:29][CH:30]=[CH:31][CH:32]=2)[N:9]=[C:8]3[C:6]2[CH:5]=[CH:4][N:3]=[C:2]([CH3:1])[CH:7]=2)=[O:19])[CH2:45]1, predict the reactants needed to synthesize it. The reactants are: [CH3:1][C:2]1[CH:7]=[C:6]([C:8]2[C:16]3[C:11](=[CH:12][CH:13]=[C:14]([C:17]([OH:19])=O)[CH:15]=3)[N:10]([C:20]([C:33]3[CH:38]=[CH:37][CH:36]=[CH:35][CH:34]=3)([C:27]3[CH:32]=[CH:31][CH:30]=[CH:29][CH:28]=3)[C:21]3[CH:26]=[CH:25][CH:24]=[CH:23][CH:22]=3)[N:9]=2)[CH:5]=[CH:4][N:3]=1.Cl.[F:40][C:41]1[CH:56]=[CH:55][CH:54]=[CH:53][C:42]=1[CH2:43][C:44]1([O:51][CH3:52])[CH2:49][CH2:48][CH2:47][CH:46]([NH2:50])[CH2:45]1.CN(C(ON1N=NC2C=CC=NC1=2)=[N+](C)C)C.F[P-](F)(F)(F)(F)F.CCN(C(C)C)C(C)C. (3) Given the product [ClH:34].[CH2:1]([S:8][C:9]1[N:14]=[C:13]([CH2:15][NH2:16])[CH:12]=[C:11]([C:24]2[CH:29]=[CH:28][C:27]([C:30]([F:32])([F:33])[F:31])=[CH:26][CH:25]=2)[N:10]=1)[C:2]1[CH:7]=[CH:6][CH:5]=[CH:4][CH:3]=1, predict the reactants needed to synthesize it. The reactants are: [CH2:1]([S:8][C:9]1[N:14]=[C:13]([CH2:15][NH:16]C(=O)OC(C)(C)C)[CH:12]=[C:11]([C:24]2[CH:29]=[CH:28][C:27]([C:30]([F:33])([F:32])[F:31])=[CH:26][CH:25]=2)[N:10]=1)[C:2]1[CH:7]=[CH:6][CH:5]=[CH:4][CH:3]=1.[ClH:34]. (4) Given the product [CH3:1][O:2][C:3]1[CH:8]=[CH:7][N:6]=[C:5]([NH:9][CH2:10][CH2:11][CH2:12][O:13][C:14]2[CH:30]=[CH:29][C:17]3[CH2:18][CH:19]([CH2:24][C:25]([OH:27])=[O:26])[C:20](=[O:23])[NH:21][CH2:22][C:16]=3[CH:15]=2)[CH:4]=1, predict the reactants needed to synthesize it. The reactants are: [CH3:1][O:2][C:3]1[CH:8]=[CH:7][N:6]=[C:5]([NH:9][CH2:10][CH2:11][CH2:12][O:13][C:14]2[CH:30]=[CH:29][C:17]3[CH2:18][CH:19]([CH2:24][C:25]([O:27]C)=[O:26])[C:20](=[O:23])[NH:21][CH2:22][C:16]=3[CH:15]=2)[CH:4]=1.N1C=CC=CC=1NCCCOC1C=CC2CC(CC(OCC)=O)C(=O)NCC=2C=1. (5) Given the product [F:29][C:28]([F:31])([F:30])[C:26]([OH:32])=[O:27].[N:9]1([C:7]([C:6]2[CH:5]=[CH:4][C:3]([C:2]([F:24])([F:1])[F:25])=[CH:23][CH:22]=2)=[O:8])[CH2:14][CH2:13][NH:12][CH2:11][CH2:10]1, predict the reactants needed to synthesize it. The reactants are: [F:1][C:2]([F:25])([F:24])[C:3]1[CH:23]=[CH:22][C:6]([C:7]([N:9]2[CH2:14][CH2:13][N:12](C(OC(C)(C)C)=O)[CH2:11][CH2:10]2)=[O:8])=[CH:5][CH:4]=1.[C:26]([OH:32])([C:28]([F:31])([F:30])[F:29])=[O:27].